Task: Predict the reaction yield, written as a fraction of the theoretical maximum amount of product (1.0 means a 100% yield; for example, 0.34 means a 34% yield).. Dataset: Reaction yield outcomes from USPTO patents with 853,638 reactions (1) The yield is 0.860. The product is [F:19][C:18]([F:21])([F:20])[O:17][C:12]1[CH:13]=[CH:14][CH:15]=[CH:16][C:11]=1[C:7]1[CH:8]=[CH:9][CH:10]=[C:5]([C:3]2[N:29]=[C:27]([C:25]([O:24][CH2:23][CH3:22])=[O:26])[S:28][CH:2]=2)[CH:6]=1. The catalyst is C(O)C. The reactants are Br[CH2:2][C:3]([C:5]1[CH:6]=[C:7]([C:11]2[CH:16]=[CH:15][CH:14]=[CH:13][C:12]=2[O:17][C:18]([F:21])([F:20])[F:19])[CH:8]=[CH:9][CH:10]=1)=O.[CH3:22][CH2:23][O:24][C:25]([C:27]([NH2:29])=[S:28])=[O:26]. (2) The reactants are C([O:3][C:4](=O)[CH2:5][O:6][C:7]([CH3:25])([CH3:24])[CH2:8][N:9](CC1C=CC=CC=1)CC1C=CC=CC=1)C. The yield is 0.600. The product is [CH3:24][C:7]1([CH3:25])[CH2:8][NH:9][C:4](=[O:3])[CH2:5][O:6]1. The catalyst is CCO.[OH-].[OH-].[Pd+2]. (3) The reactants are C(N(CC)CC)C.[S:8](Cl)([CH3:11])(=[O:10])=[O:9].[CH2:13]([N:17]1[C:25]([N:26]2[CH2:31][CH2:30][NH:29][CH2:28][CH2:27]2)=[N:24][C:23]2[C:18]1=[N:19][C:20]([C:38]1[CH:39]=[N:40][C:41]([NH2:44])=[N:42][CH:43]=1)=[N:21][C:22]=2[N:32]1[CH2:37][CH2:36][O:35][CH2:34][CH2:33]1)[CH:14]([CH3:16])[CH3:15]. The catalyst is CN1C(=O)CCC1. The product is [CH2:13]([N:17]1[C:25]([N:26]2[CH2:31][CH2:30][N:29]([S:8]([CH3:11])(=[O:10])=[O:9])[CH2:28][CH2:27]2)=[N:24][C:23]2[C:18]1=[N:19][C:20]([C:38]1[CH:43]=[N:42][C:41]([NH2:44])=[N:40][CH:39]=1)=[N:21][C:22]=2[N:32]1[CH2:37][CH2:36][O:35][CH2:34][CH2:33]1)[CH:14]([CH3:16])[CH3:15]. The yield is 0.510. (4) The reactants are [C:1]([O:5][C:6]([N:8]1[CH2:12][CH:11]([OH:13])[CH2:10][CH:9]1[C:14]1[N:15]([CH2:26][O:27][CH2:28][CH2:29][Si:30]([CH3:33])([CH3:32])[CH3:31])[CH:16]=[C:17]([C:19]2[CH:24]=[CH:23][C:22]([Br:25])=[CH:21][CH:20]=2)[N:18]=1)=[O:7])([CH3:4])([CH3:3])[CH3:2].[H-].[Na+].Br[CH2:37][CH2:38][O:39][CH3:40]. The catalyst is CN(C=O)C. The product is [C:1]([O:5][C:6]([N:8]1[CH2:12][CH:11]([O:13][CH2:37][CH2:38][O:39][CH3:40])[CH2:10][CH:9]1[C:14]1[N:15]([CH2:26][O:27][CH2:28][CH2:29][Si:30]([CH3:33])([CH3:32])[CH3:31])[CH:16]=[C:17]([C:19]2[CH:20]=[CH:21][C:22]([Br:25])=[CH:23][CH:24]=2)[N:18]=1)=[O:7])([CH3:4])([CH3:3])[CH3:2]. The yield is 0.850.